Dataset: NCI-60 drug combinations with 297,098 pairs across 59 cell lines. Task: Regression. Given two drug SMILES strings and cell line genomic features, predict the synergy score measuring deviation from expected non-interaction effect. (1) Drug 1: CC1=C2C(C(=O)C3(C(CC4C(C3C(C(C2(C)C)(CC1OC(=O)C(C(C5=CC=CC=C5)NC(=O)OC(C)(C)C)O)O)OC(=O)C6=CC=CC=C6)(CO4)OC(=O)C)OC)C)OC. Drug 2: C(CCl)NC(=O)N(CCCl)N=O. Cell line: K-562. Synergy scores: CSS=61.5, Synergy_ZIP=5.00, Synergy_Bliss=6.56, Synergy_Loewe=-11.9, Synergy_HSA=6.62. (2) Drug 1: C1=NC2=C(N1)C(=S)N=C(N2)N. Drug 2: CS(=O)(=O)OCCCCOS(=O)(=O)C. Cell line: HOP-92. Synergy scores: CSS=23.9, Synergy_ZIP=-8.14, Synergy_Bliss=-3.74, Synergy_Loewe=-12.4, Synergy_HSA=-3.51. (3) Drug 1: C1=CN(C=N1)CC(O)(P(=O)(O)O)P(=O)(O)O. Drug 2: C1=NC2=C(N1)C(=S)N=CN2. Cell line: NCI-H522. Synergy scores: CSS=49.1, Synergy_ZIP=0.426, Synergy_Bliss=0.727, Synergy_Loewe=-12.7, Synergy_HSA=1.47. (4) Synergy scores: CSS=19.8, Synergy_ZIP=-3.89, Synergy_Bliss=-0.284, Synergy_Loewe=-13.7, Synergy_HSA=-1.27. Drug 2: CN(CCCl)CCCl.Cl. Cell line: HT29. Drug 1: C1CC(C1)(C(=O)O)C(=O)O.[NH2-].[NH2-].[Pt+2]. (5) Drug 1: CNC(=O)C1=NC=CC(=C1)OC2=CC=C(C=C2)NC(=O)NC3=CC(=C(C=C3)Cl)C(F)(F)F. Drug 2: CN(C(=O)NC(C=O)C(C(C(CO)O)O)O)N=O. Cell line: TK-10. Synergy scores: CSS=1.41, Synergy_ZIP=5.21, Synergy_Bliss=-1.10, Synergy_Loewe=-2.19, Synergy_HSA=-2.13. (6) Drug 1: C(CC(=O)O)C(=O)CN.Cl. Drug 2: CC12CCC3C(C1CCC2OP(=O)(O)O)CCC4=C3C=CC(=C4)OC(=O)N(CCCl)CCCl.[Na+]. Cell line: SNB-19. Synergy scores: CSS=27.6, Synergy_ZIP=-7.23, Synergy_Bliss=-1.90, Synergy_Loewe=-7.58, Synergy_HSA=-2.89. (7) Drug 1: CC(CN1CC(=O)NC(=O)C1)N2CC(=O)NC(=O)C2. Drug 2: CN(C)N=NC1=C(NC=N1)C(=O)N. Cell line: CAKI-1. Synergy scores: CSS=35.0, Synergy_ZIP=-5.83, Synergy_Bliss=-4.30, Synergy_Loewe=-0.388, Synergy_HSA=0.968. (8) Drug 1: C1CN1C2=NC(=NC(=N2)N3CC3)N4CC4. Drug 2: CCC1(CC2CC(C3=C(CCN(C2)C1)C4=CC=CC=C4N3)(C5=C(C=C6C(=C5)C78CCN9C7C(C=CC9)(C(C(C8N6C)(C(=O)OC)O)OC(=O)C)CC)OC)C(=O)OC)O.OS(=O)(=O)O. Cell line: K-562. Synergy scores: CSS=44.0, Synergy_ZIP=8.42, Synergy_Bliss=8.88, Synergy_Loewe=0.428, Synergy_HSA=-1.16. (9) Drug 1: CC1=CC=C(C=C1)C2=CC(=NN2C3=CC=C(C=C3)S(=O)(=O)N)C(F)(F)F. Drug 2: C1=CC=C(C=C1)NC(=O)CCCCCCC(=O)NO. Cell line: HL-60(TB). Synergy scores: CSS=-12.1, Synergy_ZIP=12.8, Synergy_Bliss=-2.61, Synergy_Loewe=-61.4, Synergy_HSA=-25.3. (10) Drug 1: C1=NC2=C(N=C(N=C2N1C3C(C(C(O3)CO)O)F)Cl)N. Drug 2: CCCCC(=O)OCC(=O)C1(CC(C2=C(C1)C(=C3C(=C2O)C(=O)C4=C(C3=O)C=CC=C4OC)O)OC5CC(C(C(O5)C)O)NC(=O)C(F)(F)F)O. Cell line: OVCAR3. Synergy scores: CSS=16.3, Synergy_ZIP=2.36, Synergy_Bliss=1.35, Synergy_Loewe=-0.794, Synergy_HSA=-1.63.